Dataset: Forward reaction prediction with 1.9M reactions from USPTO patents (1976-2016). Task: Predict the product of the given reaction. Given the reactants O1CCCC1.C[Si](C)(C(C)(C)C)[O:8][CH2:9][C@@H:10]1[C@@H:18]2[C@@H:13]([S:14][C@@H:15]([CH2:19][CH2:20][CH2:21][C:22]([O:24][CH3:25])=[O:23])[CH2:16][CH2:17]2)[CH2:12][C@H:11]1[O:26][CH:27]1[CH2:32][CH2:31][CH2:30][CH2:29][O:28]1.[F-].C([N+](CCCC)(CCCC)CCCC)CCC.O1CCCC1, predict the reaction product. The product is: [OH:8][CH2:9][C@@H:10]1[C@@H:18]2[C@@H:13]([S:14][C@@H:15]([CH2:19][CH2:20][CH2:21][C:22]([O:24][CH3:25])=[O:23])[CH2:16][CH2:17]2)[CH2:12][C@H:11]1[O:26][CH:27]1[CH2:32][CH2:31][CH2:30][CH2:29][O:28]1.